Task: Predict which catalyst facilitates the given reaction.. Dataset: Catalyst prediction with 721,799 reactions and 888 catalyst types from USPTO (1) Reactant: C([O:8][C:9]1[CH:38]=[CH:37][CH:36]=[CH:35][C:10]=1[O:11][CH:12]1[CH2:17][CH2:16][N:15]([C:18](=[O:34])[CH2:19][NH:20][C:21]([C:23]2[CH:27]=[C:26]([C:28]3[CH:33]=[CH:32][CH:31]=[CH:30][CH:29]=3)[NH:25][N:24]=2)=[O:22])[CH2:14][CH2:13]1)C1C=CC=CC=1.C1(C2NN=C(C(NCC(O)=O)=O)C=2)C=CC=CC=1.Cl.C(OOC1C=CC=CC=1NC1CCNCC1)C1C=CC=CC=1.Cl.ClC1C=CC=CC=1OC1CCNCC1. Product: [OH:8][C:9]1[CH:38]=[CH:37][CH:36]=[CH:35][C:10]=1[O:11][CH:12]1[CH2:13][CH2:14][N:15]([C:18](=[O:34])[CH2:19][NH:20][C:21]([C:23]2[CH:27]=[C:26]([C:28]3[CH:29]=[CH:30][CH:31]=[CH:32][CH:33]=3)[NH:25][N:24]=2)=[O:22])[CH2:16][CH2:17]1. The catalyst class is: 838. (2) Reactant: [CH:1]([C@H:4]1[CH2:8][O:7][C:6](=[O:9])[NH:5]1)([CH3:3])[CH3:2].[Li]CCCC.[F:15][C:16]1[CH:26]=[CH:25][C:19]([O:20][CH2:21][C:22](Cl)=[O:23])=[CH:18][C:17]=1[CH3:27].[NH4+].[Cl-]. The catalyst class is: 1. Product: [F:15][C:16]1[CH:26]=[CH:25][C:19]([O:20][CH2:21][C:22]([N:5]2[C@@H:4]([CH:1]([CH3:3])[CH3:2])[CH2:8][O:7][C:6]2=[O:9])=[O:23])=[CH:18][C:17]=1[CH3:27].